From a dataset of NCI-60 drug combinations with 297,098 pairs across 59 cell lines. Regression. Given two drug SMILES strings and cell line genomic features, predict the synergy score measuring deviation from expected non-interaction effect. Drug 1: CCCCCOC(=O)NC1=NC(=O)N(C=C1F)C2C(C(C(O2)C)O)O. Drug 2: CN(C(=O)NC(C=O)C(C(C(CO)O)O)O)N=O. Cell line: MALME-3M. Synergy scores: CSS=-4.10, Synergy_ZIP=2.13, Synergy_Bliss=2.10, Synergy_Loewe=-3.53, Synergy_HSA=-3.15.